Dataset: Forward reaction prediction with 1.9M reactions from USPTO patents (1976-2016). Task: Predict the product of the given reaction. (1) Given the reactants [CH2:1]([O:8][C:9]1[C:13]([O:14][CH2:15]C2C=CC=CC=2)=[C:12]([C:22](=[O:26])[N:23]([CH3:25])[CH3:24])[N:11]([C:27]2[CH:32]=[CH:31][C:30]([O:33][CH3:34])=[CH:29][CH:28]=2)[C:10]=1[C:35]([O:37]CC)=O)[C:2]1[CH:7]=[CH:6][CH:5]=[CH:4][CH:3]=1.[CH3:40][N:41]1[CH2:46][CH2:45][NH:44][CH2:43][CH2:42]1.[CH:47]([Mg]Cl)([CH3:49])[CH3:48].[CH2:52]1[CH2:56]OC[CH2:53]1, predict the reaction product. The product is: [CH2:15]([O:14][C:13]1[C:9]([O:8][CH2:1][C:2]2[CH:3]=[CH:4][CH:5]=[CH:6][CH:7]=2)=[C:10]([C:35]([N:44]2[CH2:45][CH2:46][N:41]([CH3:40])[CH2:42][CH2:43]2)=[O:37])[N:11]([C:27]2[CH:32]=[CH:31][C:30]([O:33][CH3:34])=[CH:29][CH:28]=2)[C:12]=1[C:22]([N:23]([CH3:24])[CH3:25])=[O:26])[C:47]1[CH:49]=[CH:56][CH:52]=[CH:53][CH:48]=1. (2) Given the reactants [O:1]1[CH2:5][CH2:4][O:3][CH:2]1[CH2:6][CH2:7][CH2:8][CH2:9][O:10][C:11]1[CH:12]=[C:13]([C@@:17]([OH:36])([C:30]2[CH:35]=[CH:34][CH:33]=[CH:32][CH:31]=2)[C:18]([O:20]CCCCC2OCCO2)=[O:19])[CH:14]=[CH:15][CH:16]=1.[OH-].[Na+], predict the reaction product. The product is: [O:1]1[CH2:5][CH2:4][O:3][CH:2]1[CH2:6][CH2:7][CH2:8][CH2:9][O:10][C:11]1[CH:12]=[C:13]([C@@:17]([OH:36])([C:30]2[CH:35]=[CH:34][CH:33]=[CH:32][CH:31]=2)[C:18]([OH:20])=[O:19])[CH:14]=[CH:15][CH:16]=1. (3) Given the reactants [K+].[Br-].[F:3][C:4]([F:27])([CH:7]([F:26])[C:8]([F:25])([F:24])[O:9][C:10]([F:23])([F:22])[C:11]([F:21])([F:20])[C:12]([F:19])([F:18])[O:13][C:14]([F:17])([F:16])[F:15])[CH2:5][OH:6].[O-]Cl.[Na+].S(=O)(=O)(O)[OH:32], predict the reaction product. The product is: [F:3][C:4]([F:27])([CH:7]([F:26])[C:8]([F:25])([F:24])[O:9][C:10]([F:22])([F:23])[C:11]([F:20])([F:21])[C:12]([F:18])([F:19])[O:13][C:14]([F:15])([F:16])[F:17])[C:5]([OH:32])=[O:6]. (4) Given the reactants [H-].[Na+].C(OP([CH2:11][C:12]1[S:13][C:14]([Br:17])=[CH:15][N:16]=1)(=O)OCC)C.O=[C:19]1[CH2:24][CH2:23][CH:22]([C:25]([O:27][CH2:28][CH3:29])=[O:26])[CH2:21][CH2:20]1, predict the reaction product. The product is: [Br:17][C:14]1[S:13][C:12]([CH:11]=[C:19]2[CH2:24][CH2:23][CH:22]([C:25]([O:27][CH2:28][CH3:29])=[O:26])[CH2:21][CH2:20]2)=[N:16][CH:15]=1. (5) Given the reactants [Br:1][C:2]1[CH:7]=[CH:6][C:5](I)=[CH:4][CH:3]=1.[CH:9]1(/[CH:14]=[C:15](\B2OC(C)(C)C(C)(C)O2)/[CH2:16][OH:17])[CH2:13][CH2:12][CH2:11][CH2:10]1.[F-].[Cs+], predict the reaction product. The product is: [Br:1][C:2]1[CH:7]=[CH:6][C:5](/[C:15](=[CH:14]\[CH:9]2[CH2:13][CH2:12][CH2:11][CH2:10]2)/[CH2:16][OH:17])=[CH:4][CH:3]=1. (6) The product is: [ClH:23].[ClH:60].[C:24]1([CH:16]([N:13]2[CH2:14][CH2:15][N:10]([CH2:9][CH2:8][O:7][CH2:6][C:5]([OH:30])=[O:36])[CH2:11][CH2:12]2)[C:17]2[CH:18]=[CH:19][C:20]([Cl:23])=[CH:21][CH:22]=2)[CH:29]=[CH:28][CH:27]=[CH:26][CH:25]=1. Given the reactants Cl.Cl.CN(C)[C:5](=[O:30])[CH2:6][O:7][CH2:8][CH2:9][N:10]1[CH2:15][CH2:14][N:13]([CH:16]([C:24]2[CH:29]=[CH:28][CH:27]=[CH:26][CH:25]=2)[C:17]2[CH:22]=[CH:21][C:20]([Cl:23])=[CH:19][CH:18]=2)[CH2:12][CH2:11]1.C(O)(=O)/C=C/C(O)=[O:36].CN(C)C(=O)COCCN1CCN(C(C2C=CC=CC=2)C2C=CC([Cl:60])=CC=2)CC1, predict the reaction product. (7) Given the reactants [NH2:1][C:2]1[CH:10]=[CH:9][C:5]([C:6]([OH:8])=[O:7])=[CH:4][CH:3]=1.Cl.[CH:12](=O)/[CH:13]=[CH:14]/[CH3:15].N, predict the reaction product. The product is: [CH3:15][C:14]1[CH:13]=[CH:12][C:10]2[C:2](=[CH:3][CH:4]=[C:5]([C:6]([OH:8])=[O:7])[CH:9]=2)[N:1]=1. (8) Given the reactants [CH:1]1([CH2:6][N:7]([C:10]2[C:19]([CH:20]=[O:21])=[CH:18][C:17]3[C:12](=[CH:13][C:14]([F:23])=[C:15]([F:22])[CH:16]=3)[N:11]=2)[CH2:8][CH3:9])[CH2:5][CH2:4][CH2:3][CH2:2]1.[BH4-].[Na+].[Cl-].[NH4+].O, predict the reaction product. The product is: [CH:1]1([CH2:6][N:7]([C:10]2[C:19]([CH2:20][OH:21])=[CH:18][C:17]3[C:12](=[CH:13][C:14]([F:23])=[C:15]([F:22])[CH:16]=3)[N:11]=2)[CH2:8][CH3:9])[CH2:5][CH2:4][CH2:3][CH2:2]1. (9) Given the reactants [C:1]1([NH:7][C:8]([C:10]2[CH:15]=[CH:14][N:13]3[CH:16]=[C:17]([C:19]([F:22])([F:21])[F:20])[N:18]=[C:12]3[CH:11]=2)=[O:9])[CH:6]=[CH:5][CH:4]=[CH:3][CH:2]=1.Cl[C:24](=[O:30])[C:25]([O:27][CH2:28][CH3:29])=[O:26].C(=O)([O-])O.[Na+], predict the reaction product. The product is: [O:30]=[C:24]([C:16]1[N:13]2[CH:14]=[CH:15][C:10]([C:8](=[O:9])[NH:7][C:1]3[CH:2]=[CH:3][CH:4]=[CH:5][CH:6]=3)=[CH:11][C:12]2=[N:18][C:17]=1[C:19]([F:22])([F:21])[F:20])[C:25]([O:27][CH2:28][CH3:29])=[O:26]. (10) Given the reactants [N:1]1[CH:6]=[CH:5][CH:4]=[CH:3][C:2]=1[C:7]1[N:15]2[C:10]([CH:11]=[CH:12][CH:13]=[CH:14]2)=[CH:9][C:8]=1[CH:16]([NH2:18])[CH3:17].Cl[C:20]1[N:25]=[CH:24][N:23]=[C:22]([NH2:26])[C:21]=1[C:27]([F:30])([F:29])[F:28], predict the reaction product. The product is: [N:1]1[CH:6]=[CH:5][CH:4]=[CH:3][C:2]=1[C:7]1[N:15]2[C:10]([CH:11]=[CH:12][CH:13]=[CH:14]2)=[CH:9][C:8]=1[CH:16]([NH:18][C:20]1[C:21]([C:27]([F:30])([F:28])[F:29])=[C:22]([NH2:26])[N:23]=[CH:24][N:25]=1)[CH3:17].